From a dataset of Kinase inhibitor binding affinity data with 442 proteins and 68 drugs (Kd values). Regression. Given a target protein amino acid sequence and a drug SMILES string, predict the binding affinity score between them. We predict pKd (pKd = -log10(Kd in M); higher means stronger binding). Dataset: davis. (1) The compound is CCn1c(-c2nonc2N)nc2c(C#CC(C)(C)O)ncc(OCC3CCCNC3)c21. The target protein (DCAMKL3) has sequence MGKEPLTLKSIQVAVEELYPNKARALTLAQHSRAPSPRLRSRLFSKALKGDHRCGETETPKSCSEVAGCKAAMRHQGKIPEELSLDDRARTQKKWGRGKWEPEPSSKPPREATLEERHARGEKHLGVEIEKTSGEIIRCEKCKRERELQQSLERERLSLGTSELDMGKGPMYDVEKLVRTRSCRRSPEANPASGEEGWKGDSHRSSPRNPTQELRRPSKSMDKKEDRGPEDQESHAQGAAKAKKDLVEVLPVTEEGLREVKKDTRPMSRSKHGGWLLREHQAGFEKLRRTRGEEKEAEKEKKPCMSGGRRMTLRDDQPAKLEKEPKTRPEENKPERPSGRKPRPMGIIAANVEKHYETGRVIGDGNFAVVKECRHRETRQAYAMKIIDKSRLKGKEDMVDSEILIIQSLSHPNIVKLHEVYETDMEIYLILEYVQGGDLFDAIIESVKFPEPDAALMIMDLCKALVHMHDKSIVHRDLKPENLLVQRNEDKSTTLKLADF.... The pKd is 7.0. (2) The compound is Cn1cnc2c(F)c(Nc3ccc(Br)cc3Cl)c(C(=O)NOCCO)cc21. The target protein (PAK3) has sequence MSDGLDNEEKPPAPPLRMNSNNRDSSALNHSSKPLPMAPEEKNKKARLRSIFPGGGDKTNKKKEKERPEISLPSDFEHTIHVGFDAVTGEFTPDLYGSQMCPGKLPEGIPEQWARLLQTSNITKLEQKKNPQAVLDVLKFYDSKETVNNQKYMSFTSGDKSAHGYIAAHPSSTKTASEPPLAPPVSEEEDEEEEEEEDENEPPPVIAPRPEHTKSIYTRSVVESIASPAVPNKEVTPPSAENANSSTLYRNTDRQRKKSKMTDEEILEKLRSIVSVGDPKKKYTRFEKIGQGASGTVYTALDIATGQEVAIKQMNLQQQPKKELIINEILVMRENKNPNIVNYLDSYLVGDELWVVMEYLAGGSLTDVVTETCMDEGQIAAVCRECLQALDFLHSNQVIHRDIKSDNILLGMDGSVKLTDFGFCAQITPEQSKRSTMVGTPYWMAPEVVTRKAYGPKVDIWSLGIMAIEMVEGEPPYLNENPLRALYLIATNGTPELQNP.... The pKd is 5.0. (3) The drug is COC(=O)c1ccc2c(c1)NC(=O)C2=C(Nc1ccc(N(C)C(=O)CN2CCN(C)CC2)cc1)c1ccccc1. The target protein (CDKL1) has sequence MEKYEKIGKIGEGSYGVVFKCRNRDTGQIVAIKKFLESEDDPVIKKIALREIRMLKQLKHPNLVNLLEVFRRKRRLHLVFEYCDHTVLHELDRYQRGVPEHLVKSITWQTLQAVNFCHKHNCIHRDVKPENILITKHSVIKLCDFGFARLLAGPSDYYTDYVATRWYRSPELLVGDTQYGPPVDVWAIGCVFAELLSGVPLWPGKSDVDQLYLIRKTLGDLIPRHQQVFSTNQYFSGVKIPDPEDMEPLELKFPNISYPALGLLKGCLHMDPTQRLTCEQLLHHPYFENIREIEDLAKEHNKPTRKTLRKSRKHHCFTETSKLQYLPQLTGSSILPALDNKKYYCDTKKLNYRFPNI. The pKd is 5.0. (4) The small molecule is CCOc1cc2ncc(C#N)c(Nc3ccc(OCc4ccccn4)c(Cl)c3)c2cc1NC(=O)C=CCN(C)C. The target protein (YSK4) has sequence MSSMPKPERHAESLLDICHDTNSSPTDLMTVTKNQNIILQSISRSEEFDQDGDCSHSTLVNEEEDPSGGRQDWQPRTEGVEITVTFPRDVSPPQEMSQEDLKEKNLINSSLQEWAQAHAVSHPNEIETVELRKKKLTMRPLVLQKEESSRELCNVNLGFLLPRSCLELNISKSVTREDAPHFLKEQQRKSEEFSTSHMKYSGRSIKFLLPPLSLLPTRSGVLTIPQNHKFPKEKERNIPSLTSFVPKLSVSVRQSDELSPSNEPPGALVKSLMDPTLRSSDGFIWSRNMCSFPKTNHHRQCLEKEENWKSKEIEECNKIEITHFEKGQSLVSFENLKEGNIPAVREEDIDCHGSKTRKPEEENSQYLSSRKNESSVAKNYEQDPEIVCTIPSKFQETQHSEITPSQDEEMRNNKAASKRVSLHKNEAMEPNNILEECTVLKSLSSVVFDDPIDKLPEGCSSMETNIKISIAERAKPEMSRMVPLIHITFPVDGSPKEPVI.... The pKd is 7.8. (5) The compound is Cn1cc(-c2ccc3nnc(Sc4ccc5ncccc5c4)n3n2)cn1. The target protein (NEK6) has sequence MAGQPGHMPHGGSSNNLCHTLGPVHPPDPQRHPNTLSFRCSLADFQIEKKIGRGQFSEVYKATCLLDRKTVALKKVQIFEMMDAKARQDCVKEIGLLKQLNHPNIIKYLDSFIEDNELNIVLELADAGDLSQMIKYFKKQKRLIPERTVWKYFVQLCSAVEHMHSRRVMHRDIKPANVFITATGVVKLGDLGLGRFFSSETTAAHSLVGTPYYMSPERIHENGYNFKSDIWSLGCLLYEMAALQSPFYGDKMNLFSLCQKIEQCDYPPLPGEHYSEKLRELVSMCICPDPHQRPDIGYVHQVAKQMHIWMSST. The pKd is 5.0. (6) The drug is Cc1cn(-c2cc(NC(=O)c3ccc(C)c(Nc4nccc(-c5cccnc5)n4)c3)cc(C(F)(F)F)c2)cn1. The target protein is PFCDPK1(Pfalciparum). The pKd is 6.1. (7) The drug is COc1cc2c(Nc3ccc(Br)cc3F)ncnc2cc1OCC1CCN(C)CC1. The target protein (STK39) has sequence MAEPSGSPVHVQLPQQAAPVTAAAAAAPAAATAAPAPAAPAAPAPAPAPAAQAVGWPICRDAYELQEVIGSGATAVVQAALCKPRQERVAIKRINLEKCQTSMDELLKEIQAMSQCSHPNVVTYYTSFVVKDELWLVMKLLSGGSMLDIIKYIVNRGEHKNGVLEEAIIATILKEVLEGLDYLHRNGQIHRDLKAGNILLGEDGSVQIADFGVSAFLATGGDVTRNKVRKTFVGTPCWMAPEVMEQVRGYDFKADMWSFGITAIELATGAAPYHKYPPMKVLMLTLQNDPPTLETGVEDKEMMKKYGKSFRKLLSLCLQKDPSKRPTAAELLKCKFFQKAKNREYLIEKLLTRTPDIAQRAKKVRRVPGSSGHLHKTEDGDWEWSDDEMDEKSEEGKAAFSQEKSRRVKEENPEIAVSASTIPEQIQSLSVHDSQGPPNANEDYREASSCAVNLVLRLRNSRKELNDIRFEFTPGRDTADGVSQELFSAGLVDGHDVVIV.... The pKd is 5.0.